The task is: Predict which catalyst facilitates the given reaction.. This data is from Catalyst prediction with 721,799 reactions and 888 catalyst types from USPTO. (1) Reactant: [Cl:1][C:2]1[N:10]=[C:9]2[C:5]([N:6]([CH2:11][C:12]3[CH:17]=[CH:16][C:15]([C:18]([F:21])([F:20])[F:19])=[C:14]([F:22])[CH:13]=3)[CH:7]=[N:8]2)=[C:4](Cl)[N:3]=1.Cl.[CH:25]1([C@H:29]([NH2:31])[CH3:30])[CH2:28][CH2:27][CH2:26]1.C(N(CC)CC)C. Product: [Cl:1][C:2]1[N:10]=[C:9]2[C:5]([N:6]([CH2:11][C:12]3[CH:17]=[CH:16][C:15]([C:18]([F:21])([F:20])[F:19])=[C:14]([F:22])[CH:13]=3)[CH:7]=[N:8]2)=[C:4]([NH:31][C@@H:29]([CH:25]2[CH2:28][CH2:27][CH2:26]2)[CH3:30])[N:3]=1. The catalyst class is: 41. (2) Reactant: C(O)(=O)C.[CH2:5]([O:7][C:8]1[N:13]=[C:12]([CH:14]=O)[CH:11]=[CH:10][CH:9]=1)[CH3:6].[CH2:16]([O:18][C:19]([C:21]1[NH:22][CH:23]=[CH:24][C:25]=1[NH2:26])=[O:20])[CH3:17].[BH3-]C#N.[Na+]. Product: [CH2:16]([O:18][C:19]([C:21]1[NH:22][CH:23]=[CH:24][C:25]=1[NH:26][CH2:14][C:12]1[CH:11]=[CH:10][CH:9]=[C:8]([O:7][CH2:5][CH3:6])[N:13]=1)=[O:20])[CH3:17]. The catalyst class is: 8. (3) Reactant: [N:1]1([C:6]2[CH:7]=[C:8]3[C:12](=[CH:13][CH:14]=2)[CH2:11][CH:10]([C:15]([O:17]CC)=[O:16])[CH2:9]3)[CH:5]=[N:4][N:3]=[N:2]1.O[Li].O. Product: [N:1]1([C:6]2[CH:7]=[C:8]3[C:12](=[CH:13][CH:14]=2)[CH2:11][CH:10]([C:15]([OH:17])=[O:16])[CH2:9]3)[CH:5]=[N:4][N:3]=[N:2]1. The catalyst class is: 200. (4) Reactant: [C:1]([O:5][C:6]([N:8]1[CH2:13][CH2:12][CH:11]([O:14][C:15]2[CH:24]=[C:23]([O:25][CH2:26][CH2:27][F:28])[CH:22]=[CH:21][C:16]=2[C:17]([O:19]C)=[O:18])[CH2:10][CH2:9]1)=[O:7])([CH3:4])([CH3:3])[CH3:2].O[Li].O.O. Product: [C:1]([O:5][C:6]([N:8]1[CH2:13][CH2:12][CH:11]([O:14][C:15]2[CH:24]=[C:23]([O:25][CH2:26][CH2:27][F:28])[CH:22]=[CH:21][C:16]=2[C:17]([OH:19])=[O:18])[CH2:10][CH2:9]1)=[O:7])([CH3:4])([CH3:3])[CH3:2]. The catalyst class is: 1. (5) Reactant: P(Cl)(Cl)([Cl:3])=O.[N+:6]([C:9]1[CH:10]=[N:11][C:12]2[C:17]([C:18]=1O)=[N:16][CH:15]=[CH:14][CH:13]=2)([O-:8])=[O:7]. Product: [Cl:3][C:18]1[C:17]2[C:12](=[CH:13][CH:14]=[CH:15][N:16]=2)[N:11]=[CH:10][C:9]=1[N+:6]([O-:8])=[O:7]. The catalyst class is: 9. (6) Reactant: [CH3:1][S:2](Cl)(=[O:4])=[O:3].[N:6]1([C:12]([O:14][C:15]([CH3:18])([CH3:17])[CH3:16])=[O:13])[CH2:11][CH2:10][NH:9][CH2:8][CH2:7]1.O. Product: [CH3:1][S:2]([N:9]1[CH2:8][CH2:7][N:6]([C:12]([O:14][C:15]([CH3:18])([CH3:17])[CH3:16])=[O:13])[CH2:11][CH2:10]1)(=[O:4])=[O:3]. The catalyst class is: 4. (7) Reactant: S(Cl)(Cl)=O.[CH:5]1([NH:10][C:11]2[N:16]=[C:15]([C:17]3[C:18]([C:30]4[CH:35]=[CH:34][C:33]([F:36])=[CH:32][CH:31]=4)=[N:19][N:20]4[C:25]([CH3:26])=[C:24]([C:27](O)=[O:28])[CH:23]=[CH:22][C:21]=34)[CH:14]=[CH:13][N:12]=2)[CH2:9][CH2:8][CH2:7][CH2:6]1.[CH:37]1([NH2:40])[CH2:39][CH2:38]1. Product: [CH:5]1([NH:10][C:11]2[N:16]=[C:15]([C:17]3[C:18]([C:30]4[CH:35]=[CH:34][C:33]([F:36])=[CH:32][CH:31]=4)=[N:19][N:20]4[C:25]([CH3:26])=[C:24]([C:27]([NH:40][CH:37]5[CH2:39][CH2:38]5)=[O:28])[CH:23]=[CH:22][C:21]=34)[CH:14]=[CH:13][N:12]=2)[CH2:9][CH2:8][CH2:7][CH2:6]1. The catalyst class is: 4. (8) Reactant: [Br:1][C:2]1[CH:3]=[CH:4][C:5]([C:8](=[O:10])[CH3:9])=[N:6][CH:7]=1.[CH3:11][Mg+].[Br-]. Product: [Br:1][C:2]1[CH:3]=[CH:4][C:5]([C:8]([OH:10])([CH3:11])[CH3:9])=[N:6][CH:7]=1. The catalyst class is: 1. (9) Reactant: [Cl:1][C:2]1[CH:3]=[CH:4][C:5]([O:10][CH2:11][CH2:12][CH:13]2[CH2:18][CH2:17][O:16][CH2:15][CH2:14]2)=[C:6]([CH:9]=1)[CH:7]=[O:8].[BH4-].[Na+]. Product: [Cl:1][C:2]1[CH:3]=[CH:4][C:5]([O:10][CH2:11][CH2:12][CH:13]2[CH2:14][CH2:15][O:16][CH2:17][CH2:18]2)=[C:6]([CH2:7][OH:8])[CH:9]=1. The catalyst class is: 8.